Task: Predict the reaction yield, written as a fraction of the theoretical maximum amount of product (1.0 means a 100% yield; for example, 0.34 means a 34% yield).. Dataset: Reaction yield outcomes from USPTO patents with 853,638 reactions (1) The reactants are [F:1][C:2]([F:15])([F:14])[C:3]1[CH:12]=[CH:11][C:10]([NH2:13])=[C:9]2[C:4]=1[CH:5]=[CH:6][CH:7]=[N:8]2.[F:16][C:17]([F:29])([F:28])[C:18]1[N:23]=[CH:22][C:21]([S:24](Cl)(=[O:26])=[O:25])=[CH:20][CH:19]=1.N1C=CC=CC=1. The catalyst is CN(C1C=CN=CC=1)C.C(Cl)Cl. The product is [F:15][C:2]([F:1])([F:14])[C:3]1[CH:12]=[CH:11][C:10]([NH:13][S:24]([C:21]2[CH:22]=[N:23][C:18]([C:17]([F:29])([F:16])[F:28])=[CH:19][CH:20]=2)(=[O:26])=[O:25])=[C:9]2[C:4]=1[CH:5]=[CH:6][CH:7]=[N:8]2. The yield is 0.130. (2) The reactants are [CH2:1]([O:3][C:4]1[CH:9]=[C:8](F)[CH:7]=[CH:6][C:5]=1[N+:11]([O-:13])=[O:12])[CH3:2].[CH3:14][N:15]1[CH2:20][CH2:19][NH:18][CH2:17][CH2:16]1.CCN(C(C)C)C(C)C. The catalyst is CN1C(=O)CCC1. The product is [CH2:1]([O:3][C:4]1[CH:9]=[C:8]([N:18]2[CH2:19][CH2:20][N:15]([CH3:14])[CH2:16][CH2:17]2)[CH:7]=[CH:6][C:5]=1[N+:11]([O-:13])=[O:12])[CH3:2]. The yield is 0.590. (3) The reactants are [C:1]([NH:8][CH2:9][CH2:10][C:11]1[CH:16]=[CH:15][C:14]([OH:17])=[CH:13][CH:12]=1)([O:3][C:4]([CH3:7])([CH3:6])[CH3:5])=[O:2].[CH2:18]([O:20][P:21](C#N)(=[O:25])[O:22][CH2:23][CH3:24])[CH3:19].C(N(CC)CC)C. The catalyst is ClCCl.O. The product is [CH2:18]([O:20][P:21]([O:17][C:14]1[CH:15]=[CH:16][C:11]([CH2:10][CH2:9][NH:8][C:1](=[O:2])[O:3][C:4]([CH3:6])([CH3:7])[CH3:5])=[CH:12][CH:13]=1)([O:22][CH2:23][CH3:24])=[O:25])[CH3:19]. The yield is 0.920. (4) The reactants are [BH4-].[Na+].[O:3]=[C:4]1[CH2:9][N:8]([C:10]([O:12][C:13]([CH3:16])([CH3:15])[CH3:14])=[O:11])[C@H:7]([C:17]([O:19][CH2:20][CH3:21])=[O:18])[CH2:6][CH2:5]1. The catalyst is CCO. The product is [OH:3][C@@H:4]1[CH2:9][N:8]([C:10]([O:12][C:13]([CH3:14])([CH3:15])[CH3:16])=[O:11])[C@H:7]([C:17]([O:19][CH2:20][CH3:21])=[O:18])[CH2:6][CH2:5]1. The yield is 0.800. (5) The reactants are [CH2:1]([O:3][C:4]1[CH:27]=[CH:26][C:7]([NH:8][CH:9]=[C:10]([C:24]#[N:25])[C:11]([NH:13][C:14]2[CH:19]=[C:18]([O:20][CH3:21])[C:17]([Cl:22])=[CH:16][C:15]=2[Cl:23])=O)=[CH:6][C:5]=1[F:28])[CH3:2].P(Cl)(Cl)(Cl)=O. The catalyst is C(#N)C.CO. The product is [Cl:23][C:15]1[CH:16]=[C:17]([Cl:22])[C:18]([O:20][CH3:21])=[CH:19][C:14]=1[NH:13][C:11]1[C:26]2[C:7](=[CH:6][C:5]([F:28])=[C:4]([O:3][CH2:1][CH3:2])[CH:27]=2)[N:8]=[CH:9][C:10]=1[C:24]#[N:25]. The yield is 0.370. (6) The reactants are [NH2:1][C:2]1[NH:6][N:5]=[C:4]([NH:7][C:8]2[CH:13]=[CH:12][CH:11]=[C:10]([Cl:14])[CH:9]=2)[C:3]=1[C:15]#[N:16].[F:17][C:18]([F:28])([F:27])[C:19]1[CH:24]=[CH:23][C:22]([CH:25]=O)=[CH:21][CH:20]=1. The catalyst is CCO.N1CCCCC1. The product is [Cl:14][C:10]1[CH:9]=[C:8]([NH:7][C:4]2[C:3]([C:15]#[N:16])=[C:2]([N:1]=[CH:25][C:22]3[CH:21]=[CH:20][C:19]([C:18]([F:17])([F:27])[F:28])=[CH:24][CH:23]=3)[NH:6][N:5]=2)[CH:13]=[CH:12][CH:11]=1. The yield is 0.420.